From a dataset of Catalyst prediction with 721,799 reactions and 888 catalyst types from USPTO. Predict which catalyst facilitates the given reaction. (1) Reactant: Cl[SiH:2]1[N:6]([C:7]([CH3:10])([CH3:9])[CH3:8])[CH:5]=[CH:4][N:3]1[C:11]([CH3:14])([CH3:13])[CH3:12].O1CCCC1.[CH3:20][NH2:21]. Product: [C:11]([N:3]1[CH:4]=[CH:5][N:6]([C:7]([CH3:10])([CH3:9])[CH3:8])[SiH:2]1[NH:21][CH3:20])([CH3:14])([CH3:13])[CH3:12]. The catalyst class is: 81. (2) Reactant: [H-].[Na+].[CH2:3]([OH:8])[C:4]#[C:5][CH2:6][CH3:7].Cl[C:10]1[CH:15]=[C:14]([O:16][CH2:17][C:18]#[CH:19])[N:13]=[CH:12][N:11]=1.[Cl-].[NH4+]. Product: [CH2:3]([O:8][C:10]1[CH:15]=[C:14]([O:16][CH2:17][C:18]#[CH:19])[N:13]=[CH:12][N:11]=1)[C:4]#[C:5][CH2:6][CH3:7]. The catalyst class is: 7.